This data is from Catalyst prediction with 721,799 reactions and 888 catalyst types from USPTO. The task is: Predict which catalyst facilitates the given reaction. (1) Reactant: [NH2:1][C:2]1[CH:3]=[C:4]2[C:8](=[CH:9][C:10]=1[N+:11]([O-:13])=[O:12])[C:7](=[O:14])[NH:6][C:5]2=[O:15].N1C=CN=C1.[CH3:21][N:22]([CH3:26])[CH2:23][CH2:24]N.CCOCC. Product: [NH2:1][C:2]1[CH:3]=[C:4]2[C:8](=[CH:9][C:10]=1[N+:11]([O-:13])=[O:12])[C:7](=[O:14])[N:6]([CH2:24][CH2:23][N:22]([CH3:26])[CH3:21])[C:5]2=[O:15]. The catalyst class is: 736. (2) Reactant: [CH3:1][CH:2]([CH3:7])[CH:3]([NH2:6])[C:4]#[CH:5].[Cl:8][CH2:9][CH2:10][N:11]=[C:12]=[O:13].C(N(CC)CC)C. Product: [Cl:8][CH2:9][CH2:10][NH:11][C:12]([NH:6][CH:3]([CH:2]([CH3:7])[CH3:1])[C:4]#[CH:5])=[O:13]. The catalyst class is: 4.